From a dataset of Reaction yield outcomes from USPTO patents with 853,638 reactions. Predict the reaction yield, written as a fraction of the theoretical maximum amount of product (1.0 means a 100% yield; for example, 0.34 means a 34% yield). (1) The reactants are Br[C:2]1[C:6]2[N:7]=[C:8]([NH:11][CH2:12][CH2:13][CH2:14][CH3:15])[N:9]=[CH:10][C:5]=2[N:4]([C:16]2[CH:21]=[CH:20][C:19]([F:22])=[CH:18][CH:17]=2)[CH:3]=1.[C:23]([Si:27]([CH3:45])([CH3:44])[O:28][CH:29]1[CH2:34][CH2:33][C:32](B2OC(C)(C)C(C)(C)O2)=[CH:31][CH2:30]1)([CH3:26])([CH3:25])[CH3:24].P(=O)([O-])[O-].[K+].[K+]. The catalyst is C1COCC1.O.CCOC(C)=O.C1C=CC([P]([Pd]([P](C2C=CC=CC=2)(C2C=CC=CC=2)C2C=CC=CC=2)([P](C2C=CC=CC=2)(C2C=CC=CC=2)C2C=CC=CC=2)[P](C2C=CC=CC=2)(C2C=CC=CC=2)C2C=CC=CC=2)(C2C=CC=CC=2)C2C=CC=CC=2)=CC=1. The product is [CH2:12]([NH:11][C:8]1[N:9]=[CH:10][C:5]2[N:4]([C:16]3[CH:21]=[CH:20][C:19]([F:22])=[CH:18][CH:17]=3)[CH:3]=[C:2]([C:32]3[CH2:33][CH2:34][CH:29]([O:28][Si:27]([C:23]([CH3:26])([CH3:25])[CH3:24])([CH3:44])[CH3:45])[CH2:30][CH:31]=3)[C:6]=2[N:7]=1)[CH2:13][CH2:14][CH3:15]. The yield is 0.830. (2) The reactants are Cl[C:2]1[C:11]([CH:12]=[O:13])=[CH:10][C:9]2[C:4](=[CH:5][C:6]([O:15][CH:16]([CH3:18])[CH3:17])=[C:7]([Cl:14])[CH:8]=2)[N:3]=1.[CH3:19][O-:20].[Na+]. The catalyst is CO.C1COCC1. The product is [Cl:14][C:7]1[CH:8]=[C:9]2[C:4](=[CH:5][C:6]=1[O:15][CH:16]([CH3:18])[CH3:17])[N:3]=[C:2]([O:20][CH3:19])[C:11]([CH:12]=[O:13])=[CH:10]2. The yield is 0.890. (3) The reactants are Cl[C:2]1[N:7]=[C:6]([N:8]2[CH:12]=[CH:11][C:10]([C:13]([F:16])([F:15])[F:14])=[N:9]2)[N:5]=[C:4]([O:17][CH3:18])[CH:3]=1.[CH3:19][C:20]1[CH:25]=[CH:24][C:23](B(O)O)=[CH:22][CH:21]=1.COC1C=C(C2C=CC=CC=2)N=C(N2C=CC(C(F)(F)F)=N2)N=1. No catalyst specified. The product is [CH3:18][O:17][C:4]1[CH:3]=[C:2]([C:23]2[CH:24]=[CH:25][C:20]([CH3:19])=[CH:21][CH:22]=2)[N:7]=[C:6]([N:8]2[CH:12]=[CH:11][C:10]([C:13]([F:16])([F:15])[F:14])=[N:9]2)[N:5]=1. The yield is 0.750. (4) The reactants are Br[CH:2]([CH2:19][CH:20]1[CH2:25][CH2:24][CH2:23][CH2:22][CH2:21]1)[C:3]([C:5]1[CH:10]=[C:9]([C:11]([CH3:14])([CH3:13])[CH3:12])[CH:8]=[C:7]([C:15]([CH3:18])([CH3:17])[CH3:16])[CH:6]=1)=O.[CH:26]([NH2:28])=O.P12(SP3(SP(SP(S3)(S1)=S)(=S)S2)=S)=[S:30].Cl. The catalyst is O1CCOCC1. The product is [CH:20]1([CH2:19][C:2]2[S:30][CH:26]=[N:28][C:3]=2[C:5]2[CH:10]=[C:9]([C:11]([CH3:14])([CH3:13])[CH3:12])[CH:8]=[C:7]([C:15]([CH3:18])([CH3:17])[CH3:16])[CH:6]=2)[CH2:25][CH2:24][CH2:23][CH2:22][CH2:21]1. The yield is 0.590. (5) The yield is 0.420. The catalyst is CO.O.CC(C)=O. The reactants are O[C:2]1[C:10]2N=C(C)[N:7](C)[C:6]=2C=C[C:3]=1[CH2:13][O:14][CH3:15].[O:16]1[CH:18]2[CH2:19][C:20]3[C:25]([CH:17]12)=[CH:24][CH:23]=[CH:22][CH:21]=3.[CH2:26]([N:28]([CH2:31][CH3:32])[CH2:29][CH3:30])C.O.O.[C:35]([OH:40])(=[O:39])[C:36]([OH:38])=[O:37]. The product is [C:35]([OH:40])(=[O:39])[C:36]([OH:38])=[O:37].[OH:16][C@@H:18]1[CH2:19][C:20]2[C:25](=[CH:24][CH:23]=[CH:22][CH:21]=2)[C@H:17]1[O:37][C:10]1[C:6]2[N:7]=[C:31]([CH3:32])[N:28]([CH3:26])[C:29]=2[CH:30]=[C:3]([CH2:13][O:14][CH3:15])[CH:2]=1. (6) The reactants are [Cl:1][C:2]1[N:3]([C@@H:15]2[O:21][C@H:20]([CH2:22][OH:23])[C@@H:18]([OH:19])[C@H:16]2[OH:17])[C:4]2[C:9]([C:10]=1[CH:11]=O)=[CH:8][C:7]([Cl:13])=[C:6]([Cl:14])[CH:5]=2.[NH:24]([C:26]([O:28][CH3:29])=[O:27])[NH2:25].O. The catalyst is CO. The product is [Cl:1][CH:2]1[C:10](=[C:11]=[N:25][NH:24][C:26]([O:28][CH3:29])=[O:27])[C:9]2[C:4](=[CH:5][C:6]([Cl:14])=[C:7]([Cl:13])[CH:8]=2)[N:3]1[C@@H:15]1[O:21][C@H:20]([CH2:22][OH:23])[C@@H:18]([OH:19])[C@H:16]1[OH:17]. The yield is 0.850.